From a dataset of Full USPTO retrosynthesis dataset with 1.9M reactions from patents (1976-2016). Predict the reactants needed to synthesize the given product. (1) Given the product [CH3:17][O:1][C:2]1[CH:9]=[CH:8][CH:7]=[C:6]2[C:3]=1[CH:4]=[C:13]([C:12]#[N:15])[CH2:11][O:10]2, predict the reactants needed to synthesize it. The reactants are: [OH:1][C:2]1[CH:9]=[CH:8][CH:7]=[C:6]([O:10][CH3:11])[C:3]=1[CH:4]=O.[C:12](#[N:15])[CH:13]=C.N12CCN(CC1)C[CH2:17]2. (2) Given the product [C:15]([O:18][CH:9]([CH2:8][CH2:7][OH:13])[C:10]#[CH:11])(=[O:17])[CH3:16], predict the reactants needed to synthesize it. The reactants are: [CH2:7]([OH:13])[CH2:8][CH2:9][CH2:10][CH2:11]C[CH:7]([OH:13])[CH2:8][CH2:9][CH2:10][C:11]#C.[C:15]([O:18]C(CCCCCCCCO[Si](C(C)(C)C)(C)C)C#C[Si](C)(C)C)(=[O:17])[CH3:16].CCCC[N+](CCCC)(CCCC)CCCC.[F-]. (3) The reactants are: [CH2:1]([N:5]1[CH:9]=[C:8]([C:10]([O:12]CC)=[O:11])[N:7]=[N:6]1)[CH2:2][CH2:3][CH3:4].C(O)C.[OH-].[K+]. Given the product [CH2:1]([N:5]1[CH:9]=[C:8]([C:10]([OH:12])=[O:11])[N:7]=[N:6]1)[CH2:2][CH2:3][CH3:4], predict the reactants needed to synthesize it. (4) The reactants are: BrC=C([C:5]1[CH:6]=[C:7]([F:14])[C:8]([O:12]C)=[C:9]([F:11])[CH:10]=1)C.P([O-])([O-])([O-])=O.[K+].[K+].[K+].N1CCC[C@H]1C(O)=O.[CH3:31][N:32]1[CH2:45][CH2:44][C:35]2[NH:36][C:37]3[CH:38]=[CH:39][C:40]([CH3:43])=[CH:41][C:42]=3[C:34]=2[CH2:33]1. Given the product [CH3:31][N:32]1[CH2:45][CH2:44][C:35]2[N:36]([C:8]3([OH:12])[C:9]([F:11])=[CH:10][CH:5]=[CH:6][CH:7]3[F:14])[C:37]3[CH:38]=[CH:39][C:40]([CH3:43])=[CH:41][C:42]=3[C:34]=2[CH2:33]1, predict the reactants needed to synthesize it. (5) Given the product [C:19]([O:18][C:16]([N:11]1[CH2:12][C@@H:13]([F:15])[CH2:14][C@H:10]1[C:9]([OH:23])=[O:8])=[O:17])([CH3:22])([CH3:20])[CH3:21], predict the reactants needed to synthesize it. The reactants are: C([O:8][C:9](=[O:23])[C@H:10]1[CH2:14][C@H:13]([F:15])[CH2:12][N:11]1[C:16]([O:18][C:19]([CH3:22])([CH3:21])[CH3:20])=[O:17])C1C=CC=CC=1.